Dataset: Reaction yield outcomes from USPTO patents with 853,638 reactions. Task: Predict the reaction yield, written as a fraction of the theoretical maximum amount of product (1.0 means a 100% yield; for example, 0.34 means a 34% yield). (1) The reactants are [F:1][CH:2]([F:14])[C:3]1[CH:4]=[CH:5][C:6]([F:13])=[C:7]([CH:12]=1)[C:8]([O:10]C)=[O:9].[Li+].[OH-].Cl. The catalyst is C1COCC1.O. The product is [F:14][CH:2]([F:1])[C:3]1[CH:4]=[CH:5][C:6]([F:13])=[C:7]([CH:12]=1)[C:8]([OH:10])=[O:9]. The yield is 0.870. (2) The reactants are [F:1][C:2]1[CH:7]=[CH:6][C:5]([N:8]2[CH2:13][CH2:12][N:11]([S:14]([C:17]3[S:21][C:20]([N:22]4[CH2:26][CH2:25][CH2:24][CH:23]4[C:27](O)=[O:28])=[CH:19][CH:18]=3)(=[O:16])=[O:15])[C@H:10]([CH3:30])[CH2:9]2)=[C:4]([C:31]([F:34])([F:33])[F:32])[CH:3]=1.C1N=C[N:37](C(N2C=NC=C2)=O)C=1.[NH4+].[OH-].Cl. The catalyst is C1COCC1.C(OCC)(=O)C. The product is [F:1][C:2]1[CH:7]=[CH:6][C:5]([N:8]2[CH2:13][CH2:12][N:11]([S:14]([C:17]3[S:21][C:20]([N:22]4[CH2:26][CH2:25][CH2:24][CH:23]4[C:27]([NH2:37])=[O:28])=[CH:19][CH:18]=3)(=[O:16])=[O:15])[C@H:10]([CH3:30])[CH2:9]2)=[C:4]([C:31]([F:33])([F:32])[F:34])[CH:3]=1. The yield is 0.310. (3) The reactants are [F:1][C:2]1[CH:3]=[C:4]([CH:30]=[CH:31][CH:32]=1)[CH2:5][CH2:6][C:7]1[C:8]2[CH2:29][NH:28][CH2:27][CH2:26][C:9]=2[N:10]=[C:11]([NH:13][C:14]2[CH:19]=[CH:18][C:17]([N:20]3[CH:24]=[CH:23][N:22]=[C:21]3[CH3:25])=[CH:16][CH:15]=2)[N:12]=1.[C:33](OC(=O)C)(=[O:35])[CH3:34]. No catalyst specified. The product is [F:1][C:2]1[CH:3]=[C:4]([CH:30]=[CH:31][CH:32]=1)[CH2:5][CH2:6][C:7]1[C:8]2[CH2:29][N:28]([C:33](=[O:35])[CH3:34])[CH2:27][CH2:26][C:9]=2[N:10]=[C:11]([NH:13][C:14]2[CH:15]=[CH:16][C:17]([N:20]3[CH:24]=[CH:23][N:22]=[C:21]3[CH3:25])=[CH:18][CH:19]=2)[N:12]=1. The yield is 0.120. (4) The reactants are C(OC([N:8]1[CH2:12][CH:11]([O:13][C:14]2[C:23]3[C:18](=[CH:19][C:20]([O:24][CH3:25])=[CH:21][CH:22]=3)[CH:17]=[CH:16][N:15]=2)[CH2:10][CH:9]1[C:26](=[O:37])[NH:27][C:28]1([C:33]([O:35][CH3:36])=[O:34])[CH2:30][CH:29]1[CH:31]=[CH2:32])=O)(C)(C)C.Cl.Cl.O1CCOCC1.[C:46]([O:50][C:51]([NH:53][CH:54]([CH:58]1[CH2:63][CH2:62][CH2:61][CH2:60][CH2:59]1)[C:55](O)=[O:56])=[O:52])([CH3:49])([CH3:48])[CH3:47].CN(C(ON1N=NC2C=CC=NC1=2)=[N+](C)C)C.F[P-](F)(F)(F)(F)F.CCN(C(C)C)C(C)C. The catalyst is C1COCC1.CCOC(C)=O. The product is [CH3:36][O:35][C:33]([C:28]1([NH:27][C:26]([CH:9]2[CH2:10][CH:11]([O:13][C:14]3[C:23]4[C:18](=[CH:19][C:20]([O:24][CH3:25])=[CH:21][CH:22]=4)[CH:17]=[CH:16][N:15]=3)[CH2:12][N:8]2[C:55](=[O:56])[CH:54]([NH:53][C:51]([O:50][C:46]([CH3:48])([CH3:47])[CH3:49])=[O:52])[CH:58]2[CH2:63][CH2:62][CH2:61][CH2:60][CH2:59]2)=[O:37])[CH2:30][CH:29]1[CH:31]=[CH2:32])=[O:34]. The yield is 0.890. (5) The reactants are [NH2:1][C:2]1[CH:7]=[CH:6][C:5]([CH:8]([CH2:17][CH:18]2[CH2:22][CH2:21][CH2:20][CH2:19]2)[C:9]([NH:11][C:12]2[S:13][CH:14]=[CH:15][N:16]=2)=[O:10])=[CH:4][CH:3]=1.[CH3:23][N:24]([CH3:29])[S:25](Cl)(=[O:27])=[O:26]. The catalyst is N1C=CC=CC=1. The product is [CH:18]1([CH2:17][CH:8]([C:5]2[CH:4]=[CH:3][C:2]([NH:1][S:25]([N:24]([CH3:29])[CH3:23])(=[O:27])=[O:26])=[CH:7][CH:6]=2)[C:9](=[O:10])[NH:11][C:12]2[S:13][CH:14]=[CH:15][N:16]=2)[CH2:22][CH2:21][CH2:20][CH2:19]1. The yield is 0.213. (6) The reactants are Cl[C:2]1[N:7]=[C:6]([NH:8][C@@H:9]2[C@@H:14]3[CH2:15][C@@H:11]([CH:12]=[CH:13]3)[C@@H:10]2[C:16]([NH2:18])=[O:17])[C:5]([Cl:19])=[CH:4][N:3]=1.[NH2:20][C:21]1[C:35]([O:36][CH3:37])=[CH:34][C:24]2[CH2:25][CH2:26][N:27]([CH2:30][C@@H:31]([OH:33])[CH3:32])[CH2:28][CH2:29][C:23]=2[CH:22]=1. No catalyst specified. The product is [Cl:19][C:5]1[C:6]([NH:8][C@@H:9]2[C@@H:14]3[CH2:15][C@@H:11]([CH:12]=[CH:13]3)[C@@H:10]2[C:16]([NH2:18])=[O:17])=[N:7][C:2]([NH:20][C:21]2[C:35]([O:36][CH3:37])=[CH:34][C:24]3[CH2:25][CH2:26][N:27]([CH2:30][C@@H:31]([OH:33])[CH3:32])[CH2:28][CH2:29][C:23]=3[CH:22]=2)=[N:3][CH:4]=1. The yield is 0.700. (7) The reactants are [SH-].[Na+].[CH3:3][C:4]1([CH3:13])[O:8][N:7]=[C:6]([S:9]([CH3:12])(=O)=O)[CH2:5]1.C(=O)([O-])[O-].[K+].[K+].C(S([O-])=O)O.[Na+].BrC[C:28]1[C:29]([C:38]([F:41])([F:40])[F:39])=[N:30][N:31]([C:34]([CH3:37])([CH3:36])[CH3:35])[C:32]=1[Cl:33]. The catalyst is CN(C)C=O.O. The product is [C:34]([N:31]1[C:32]([Cl:33])=[C:28]([CH2:12][S:9][C:6]2[CH2:5][C:4]([CH3:13])([CH3:3])[O:8][N:7]=2)[C:29]([C:38]([F:39])([F:41])[F:40])=[N:30]1)([CH3:37])([CH3:35])[CH3:36]. The yield is 0.571. (8) The reactants are Br[C:2]1[N:3]=[CH:4][N:5]([CH2:12][O:13][CH2:14][CH2:15][Si:16]([CH3:19])([CH3:18])[CH3:17])[C:6]=1[C:7]([O:9][CH2:10][CH3:11])=[O:8].[C:20]([C:22]1[CH:27]=[CH:26][C:25](B(O)O)=[CH:24][CH:23]=1)#[N:21].C(Cl)Cl.C(=O)([O-])[O-].[K+].[K+]. The catalyst is CN(C)C=O.C(OCC)(=O)C.C1C=CC(P(C2C=CC=CC=2)[C-]2C=CC=C2)=CC=1.C1C=CC(P(C2C=CC=CC=2)[C-]2C=CC=C2)=CC=1.Cl[Pd]Cl.[Fe+2]. The product is [C:20]([C:22]1[CH:27]=[CH:26][C:25]([C:2]2[N:3]=[CH:4][N:5]([CH2:12][O:13][CH2:14][CH2:15][Si:16]([CH3:19])([CH3:18])[CH3:17])[C:6]=2[C:7]([O:9][CH2:10][CH3:11])=[O:8])=[CH:24][CH:23]=1)#[N:21]. The yield is 0.820.